Predict the product of the given reaction. From a dataset of Forward reaction prediction with 1.9M reactions from USPTO patents (1976-2016). (1) Given the reactants [C:1]([O:5][C:6]([N:8]1[CH2:13][CH2:12][NH:11][CH2:10][CH2:9]1)=[O:7])([CH3:4])([CH3:3])[CH3:2].Br[C:15]1[CH:20]=[CH:19][C:18]([C:21]([F:24])([F:23])[F:22])=[C:17]([F:25])[CH:16]=1.[Cl-].C(C1C=CC=C(C(C)C)C=1[N+]1C=CN(C2C(C(C)C)=CC=CC=2C(C)C)C=1)(C)C.CC(C)([O-])C.[Na+], predict the reaction product. The product is: [C:1]([O:5][C:6]([N:8]1[CH2:13][CH2:12][N:11]([C:15]2[CH:20]=[CH:19][C:18]([C:21]([F:23])([F:24])[F:22])=[C:17]([F:25])[CH:16]=2)[CH2:10][CH2:9]1)=[O:7])([CH3:4])([CH3:2])[CH3:3]. (2) Given the reactants [Cl:1][C:2]1[CH:7]=[CH:6][C:5](/[CH:8]=[CH:9]/[C:10]([O:12]CC)=[O:11])=[C:4]([CH2:15][C:16]2[O:17][C:18]([CH3:21])=[N:19][N:20]=2)[CH:3]=1.[OH-].[Na+], predict the reaction product. The product is: [Cl:1][C:2]1[CH:7]=[CH:6][C:5](/[CH:8]=[CH:9]/[C:10]([OH:12])=[O:11])=[C:4]([CH2:15][C:16]2[O:17][C:18]([CH3:21])=[N:19][N:20]=2)[CH:3]=1. (3) The product is: [CH3:19][C:9]1[NH:10][C:4]2[C:5]([N:8]=1)=[N:6][CH:7]=[C:2]([C:39]1[CH:40]=[CH:41][C:35]3[O:34][CH2:33][CH2:32][N:31]([C:29]4[C:28]5[CH2:27][C:26]([CH3:45])([CH3:46])[CH2:25][CH2:24][C:23]=5[N:22]=[C:21]([CH3:20])[N:30]=4)[CH2:37][C:36]=3[CH:38]=1)[CH:3]=2. Given the reactants Br[C:2]1[CH:3]=[C:4]2[N:10](COCC[Si](C)(C)C)[C:9]([CH3:19])=[N:8][C:5]2=[N:6][CH:7]=1.[CH3:20][C:21]1[N:30]=[C:29]([N:31]2[CH2:37][C:36]3[CH:38]=[C:39](B(O)O)[CH:40]=[CH:41][C:35]=3[O:34][CH2:33][CH2:32]2)[C:28]2[CH2:27][C:26]([CH3:46])([CH3:45])[CH2:25][CH2:24][C:23]=2[N:22]=1, predict the reaction product. (4) Given the reactants C(OC([N:8]1[CH2:12][C@H:11]([NH:13][S:14]([C:17]2[CH:22]=[CH:21][C:20]([CH3:23])=[CH:19][CH:18]=2)(=[O:16])=[O:15])[C@@H:10]([CH2:24][N:25]([CH:42]([CH3:44])[CH3:43])[C:26](=[O:41])[C:27]2[CH:32]=[CH:31][C:30]([O:33][CH3:34])=[C:29]([O:35][CH2:36][CH2:37][CH2:38][O:39][CH3:40])[CH:28]=2)[CH2:9]1)=O)(C)(C)C.C(O)(C(F)(F)F)=O.C([O-])(O)=O.[Na+], predict the reaction product. The product is: [CH:42]([N:25]([CH2:24][C@@H:10]1[C@@H:11]([NH:13][S:14]([C:17]2[CH:22]=[CH:21][C:20]([CH3:23])=[CH:19][CH:18]=2)(=[O:15])=[O:16])[CH2:12][NH:8][CH2:9]1)[C:26](=[O:41])[C:27]1[CH:32]=[CH:31][C:30]([O:33][CH3:34])=[C:29]([O:35][CH2:36][CH2:37][CH2:38][O:39][CH3:40])[CH:28]=1)([CH3:43])[CH3:44]. (5) Given the reactants [NH2:1][C:2]1[C:13]([O:14][C:15]2[CH:20]=[CH:19][CH:18]=[C:17]([O:21][Si](C(C)(C)C)(C)C)[CH:16]=2)=[CH:12][C:5]2[N:6]([CH3:11])[C:7](=[O:10])[N:8]([CH3:9])[C:4]=2[CH:3]=1.[F-].C([N+](CCCC)(CCCC)CCCC)CCC.Cl, predict the reaction product. The product is: [NH2:1][C:2]1[C:13]([O:14][C:15]2[CH:20]=[CH:19][CH:18]=[C:17]([OH:21])[CH:16]=2)=[CH:12][C:5]2[N:6]([CH3:11])[C:7](=[O:10])[N:8]([CH3:9])[C:4]=2[CH:3]=1. (6) Given the reactants [N:1]1[C:2]2[N:3]([C:7]3[CH:13]=[CH:12][CH:11]=[CH:10][C:8]=3[N:9]=2)[CH:4]=[CH:5][CH:6]=1.[ClH:14], predict the reaction product. The product is: [ClH:14].[NH:1]1[CH2:6][CH2:5][CH2:4][N:3]2[C:7]3[CH:13]=[CH:12][CH:11]=[CH:10][C:8]=3[N:9]=[C:2]12.